Dataset: Forward reaction prediction with 1.9M reactions from USPTO patents (1976-2016). Task: Predict the product of the given reaction. (1) Given the reactants [NH2:1][OH:2].[CH:3]([C:5]1[O:9][C:8]([CH3:10])=[C:7]([C:11]([O:13][CH3:14])=[O:12])[CH:6]=1)=O, predict the reaction product. The product is: [OH:2][N:1]=[CH:3][C:5]1[O:9][C:8]([CH3:10])=[C:7]([C:11]([O:13][CH3:14])=[O:12])[CH:6]=1. (2) Given the reactants [Si]([O:8][CH2:9][C@H:10]1[CH2:15][O:14][C@@H:13]([C:16]2[CH:21]=[CH:20][N:19]=[CH:18][C:17]=2[NH:22][C:23](=[O:39])[C:24]2[CH:29]=[CH:28][C:27]([F:30])=[C:26]([C:31]3[C:36]([F:37])=[CH:35][CH:34]=[CH:33][C:32]=3[F:38])[N:25]=2)[O:12][CH2:11]1)(C(C)(C)C)(C)C.CCCC[N+](CCCC)(CCCC)CCCC.[F-].CCOC(C)=O, predict the reaction product. The product is: [F:38][C:32]1[CH:33]=[CH:34][CH:35]=[C:36]([F:37])[C:31]=1[C:26]1[N:25]=[C:24]([C:23]([NH:22][C:17]2[CH:18]=[N:19][CH:20]=[CH:21][C:16]=2[C@H:13]2[O:14][CH2:15][C@@H:10]([CH2:9][OH:8])[CH2:11][O:12]2)=[O:39])[CH:29]=[CH:28][C:27]=1[F:30]. (3) Given the reactants [F:1][C:2]1[CH:7]=[CH:6][C:5]([N:8]2[C:12]([C:13]3[CH:23]=[CH:22][C:16]4[O:17][CH2:18][C:19](=[O:21])[NH:20][C:15]=4[CH:14]=3)=[CH:11][C:10]([C:24]([F:27])([F:26])[F:25])=[N:9]2)=[CH:4][CH:3]=1.[N+:28]([O-])([OH:30])=[O:29].O, predict the reaction product. The product is: [F:1][C:2]1[CH:7]=[CH:6][C:5]([N:8]2[C:12]([C:13]3[C:23]([N+:28]([O-:30])=[O:29])=[CH:22][C:16]4[O:17][CH2:18][C:19](=[O:21])[NH:20][C:15]=4[CH:14]=3)=[CH:11][C:10]([C:24]([F:27])([F:25])[F:26])=[N:9]2)=[CH:4][CH:3]=1. (4) The product is: [Br:15][C:7]1[S:6][C:5]2[C:3](=[O:4])[N:12]([C:14]3[CH:20]=[CH:21][C:22]([O:23][CH2:24][CH2:25][N:26]4[CH2:30][CH2:29][CH2:28][CH2:27]4)=[C:17]([F:16])[CH:18]=3)[CH:11]=[N:10][C:9]=2[CH:8]=1. Given the reactants CO[C:3]([C:5]1[S:6][C:7]([Br:15])=[CH:8][C:9]=1[N:10]=[CH:11][N:12]([CH3:14])C)=[O:4].[F:16][C:17]1[CH:18]=C(N)[CH:20]=[CH:21][C:22]=1[O:23][CH2:24][CH2:25][N:26]1[CH2:30][CH2:29][CH2:28][CH2:27]1, predict the reaction product.